This data is from Catalyst prediction with 721,799 reactions and 888 catalyst types from USPTO. The task is: Predict which catalyst facilitates the given reaction. (1) Reactant: [C:1]([C:9]1[CH:17]=[C:16]([Br:18])[CH:15]=[CH:14][C:10]=1[C:11]([OH:13])=O)(=O)[C:2]1[CH:7]=[CH:6][CH:5]=[CH:4][CH:3]=1.C(=O)([O-])[O-].[K+].[K+].Br[CH:26](C(OCC)=O)[C:27]([O:29]CC)=[O:28].CC(C)=O. Product: [Br:18][C:16]1[CH:17]=[C:9]2[C:10](=[CH:14][CH:15]=1)[CH2:11][O:13][C:26]([C:27]([OH:29])=[O:28])=[C:1]2[C:2]1[CH:3]=[CH:4][CH:5]=[CH:6][CH:7]=1. The catalyst class is: 9. (2) Reactant: [NH:1]1[CH2:6][CH2:5][CH2:4][CH2:3][CH2:2]1.[Cl:7][C:8]1[CH:9]=[CH:10][C:11]2[NH:17][C:16]3[CH:18]=[CH:19][CH:20]=[CH:21][C:15]=3[C:14](SC)=[N:13][C:12]=2[CH:24]=1. Product: [Cl:7][C:8]1[CH:9]=[CH:10][C:11]2[NH:17][C:16]3[CH:18]=[CH:19][CH:20]=[CH:21][C:15]=3[C:14]([N:1]3[CH2:6][CH2:5][CH2:4][CH2:3][CH2:2]3)=[N:13][C:12]=2[CH:24]=1. The catalyst class is: 17. (3) Reactant: [CH2:1]([N:8]1[CH2:13][CH2:12][C:11](=O)[C:10]([CH2:16][CH3:17])([CH3:15])[CH2:9]1)[C:2]1[CH:7]=[CH:6][CH:5]=[CH:4][CH:3]=1.[CH:18]1([NH2:21])[CH2:20][CH2:19]1.C([BH3-])#N.[Na+]. Product: [CH2:1]([N:8]1[CH2:13][CH2:12][CH:11]([NH:21][CH:18]2[CH2:20][CH2:19]2)[C:10]([CH2:16][CH3:17])([CH3:15])[CH2:9]1)[C:2]1[CH:7]=[CH:6][CH:5]=[CH:4][CH:3]=1. The catalyst class is: 5. (4) Reactant: [CH3:1][C:2]1[CH:12]=[N:11][C:5]2[NH:6][CH2:7][C:8](=[O:10])[NH:9][C:4]=2[CH:3]=1.CN(C)C(=O)C.N1C=CC=CC=1.Cl[C:26]([O:28][C:29]1[CH:34]=[CH:33][C:32]([N+:35]([O-:37])=[O:36])=[CH:31][CH:30]=1)=[O:27]. Product: [CH3:1][C:2]1[CH:12]=[N:11][C:5]2[N:6]([C:26]([O:28][C:29]3[CH:30]=[CH:31][C:32]([N+:35]([O-:37])=[O:36])=[CH:33][CH:34]=3)=[O:27])[CH2:7][C:8](=[O:10])[NH:9][C:4]=2[CH:3]=1. The catalyst class is: 6.